From a dataset of Forward reaction prediction with 1.9M reactions from USPTO patents (1976-2016). Predict the product of the given reaction. (1) Given the reactants Cl[C:2]1[C:11]2[C:6](=[CH:7][CH:8]=[CH:9][CH:10]=2)[N:5]=[CH:4][C:3]=1[NH:12][CH:13]=O.Cl.[CH2:16]([O:18][NH2:19])[CH3:17], predict the reaction product. The product is: [CH2:16]([O:18][N:19]1[C:2]2[C:11]3[CH:10]=[CH:9][CH:8]=[CH:7][C:6]=3[N:5]=[CH:4][C:3]=2[N:12]=[CH:13]1)[CH3:17]. (2) Given the reactants [F:1][C:2]1[CH:7]=[CH:6][C:5]([C:8]2[C:9]([C:36]3[CH:41]=[CH:40][CH:39]=[CH:38][CH:37]=3)=[C:10]([C:18]([NH:20][CH2:21][C:22]3[CH:35]=[CH:34][C:25]([CH2:26][O:27][C:28](=[O:33])[C:29]([CH3:32])([CH3:31])[CH3:30])=[CH:24][CH:23]=3)=[O:19])[N:11]([CH:15]([CH3:17])[CH3:16])[C:12]=2[CH2:13]O)=[CH:4][CH:3]=1.[BrH:42].[C:43]1([P:49]([C:56]2[CH:61]=[CH:60][CH:59]=[CH:58][CH:57]=2)[C:50]2[CH:55]=[CH:54][CH:53]=[CH:52][CH:51]=2)[CH:48]=[CH:47][CH:46]=[CH:45][CH:44]=1, predict the reaction product. The product is: [Br-:42].[CH3:32][C:29]([CH3:30])([CH3:31])[C:28]([O:27][CH2:26][C:25]1[CH:24]=[CH:23][C:22]([CH2:21][NH:20][C:18]([C:10]2[N:11]([CH:15]([CH3:16])[CH3:17])[C:12]([CH2:13][P+:49]([C:50]3[CH:51]=[CH:52][CH:53]=[CH:54][CH:55]=3)([C:56]3[CH:61]=[CH:60][CH:59]=[CH:58][CH:57]=3)[C:43]3[CH:44]=[CH:45][CH:46]=[CH:47][CH:48]=3)=[C:8]([C:5]3[CH:6]=[CH:7][C:2]([F:1])=[CH:3][CH:4]=3)[C:9]=2[C:36]2[CH:41]=[CH:40][CH:39]=[CH:38][CH:37]=2)=[O:19])=[CH:35][CH:34]=1)=[O:33]. (3) Given the reactants [N:1]1[CH:6]=[CH:5][CH:4]=[CH:3][N:2]=1.CC1CCCN(C)C1(C)C.[Li].[O:18]1[C:22]2([CH2:27][CH2:26][C:25](=[O:28])[CH2:24][CH2:23]2)[O:21][CH2:20][CH2:19]1, predict the reaction product. The product is: [N:1]1[CH:6]=[CH:5][CH:4]=[C:3]([C:25]2([OH:28])[CH2:26][CH2:27][C:22]3([O:21][CH2:20][CH2:19][O:18]3)[CH2:23][CH2:24]2)[N:2]=1. (4) Given the reactants [F:1][C:2]1[CH:3]=[C:4]([CH2:20][OH:21])[CH:5]=[C:6]([F:19])[C:7]=1[O:8][C:9]1[CH:10]=[N:11][C:12]([C:15]([F:18])([F:17])[F:16])=[N:13][CH:14]=1.Cl[C:23]1[CH:24]=[C:25]2[N:32]([CH3:33])[C:31]([CH3:35])([CH3:34])[CH2:30][N:26]2[C:27](=[O:29])[N:28]=1, predict the reaction product. The product is: [F:1][C:2]1[CH:3]=[C:4]([CH:5]=[C:6]([F:19])[C:7]=1[O:8][C:9]1[CH:14]=[N:13][C:12]([C:15]([F:17])([F:18])[F:16])=[N:11][CH:10]=1)[CH2:20][O:21][C:23]1[CH:24]=[C:25]2[N:32]([CH3:33])[C:31]([CH3:35])([CH3:34])[CH2:30][N:26]2[C:27](=[O:29])[N:28]=1. (5) Given the reactants [CH3:1][O:2][C:3]1[N:8]=[C:7]([O:9][CH3:10])[C:6]([C:11]2[C:12]([O:21][CH3:22])=[CH:13][C:14]([O:19][CH3:20])=[C:15]([CH:18]=2)[CH:16]=O)=[CH:5][N:4]=1.[C:23]([C:26]1[CH:34]=[CH:33][C:29]([C:30]([OH:32])=[O:31])=[CH:28][CH:27]=1)(=[O:25])[CH3:24], predict the reaction product. The product is: [CH3:1][O:2][C:3]1[N:8]=[C:7]([O:9][CH3:10])[C:6]([C:11]2[C:12]([O:21][CH3:22])=[CH:13][C:14]([O:19][CH3:20])=[C:15](/[CH:16]=[CH:24]/[C:23]([C:26]3[CH:34]=[CH:33][C:29]([C:30]([OH:32])=[O:31])=[CH:28][CH:27]=3)=[O:25])[CH:18]=2)=[CH:5][N:4]=1. (6) Given the reactants Br[C:2]1[CH:8]=[CH:7][C:5]([NH2:6])=[CH:4][CH:3]=1.[F:9][C:10]1[CH:15]=[C:14]([F:16])[CH:13]=[CH:12][C:11]=1B(O)O.C([O-])([O-])=O.[K+].[K+].O, predict the reaction product. The product is: [F:9][C:10]1[CH:15]=[C:14]([F:16])[CH:13]=[CH:12][C:11]=1[C:2]1[CH:8]=[CH:7][C:5]([NH2:6])=[CH:4][CH:3]=1.